From a dataset of Forward reaction prediction with 1.9M reactions from USPTO patents (1976-2016). Predict the product of the given reaction. (1) The product is: [CH2:18]([NH:24][C:25](=[O:26])[O:17][C:13]1[CH:12]=[C:11]2[C:16](=[CH:15][CH:14]=1)[N:8]([CH2:1][C:2]1[CH:3]=[CH:4][CH:5]=[CH:6][CH:7]=1)[CH2:9][CH2:10]2)[C:19]1[O:23][CH:22]=[CH:21][CH:20]=1. Given the reactants [CH2:1]([N:8]1[C:16]2[C:11](=[CH:12][C:13]([OH:17])=[CH:14][CH:15]=2)[CH2:10][CH2:9]1)[C:2]1[CH:7]=[CH:6][CH:5]=[CH:4][CH:3]=1.[CH2:18]([N:24]=[C:25]=[O:26])[C:19]1[O:23][CH:22]=[CH:21][CH:20]=1, predict the reaction product. (2) Given the reactants [Na+].[I-:2].ClN1C(=O)CCC1=O.[CH2:11]([O:13][C:14]([C:16]1[NH:17][C:18]2[C:23]([CH:24]=1)=[CH:22][C:21]([C:25]1[CH:30]=[CH:29][C:28]([C:31]([F:34])([F:33])[F:32])=[CH:27][CH:26]=1)=[CH:20][CH:19]=2)=[O:15])[CH3:12].FC(F)(F)C1C=CC(B(O)O)=CC=1.[O-]S([O-])(=S)=O.[Na+].[Na+], predict the reaction product. The product is: [I:2][C:24]1[C:23]2[C:18](=[CH:19][CH:20]=[C:21]([C:25]3[CH:30]=[CH:29][C:28]([C:31]([F:34])([F:32])[F:33])=[CH:27][CH:26]=3)[CH:22]=2)[NH:17][C:16]=1[C:14]([O:13][CH2:11][CH3:12])=[O:15]. (3) Given the reactants [CH3:1][C:2]1[C:8]([CH3:9])=[C:7]([N+:10]([O-:12])=[O:11])[CH:6]=[CH:5][C:3]=1[NH2:4].[C:13](Cl)(Cl)=[S:14], predict the reaction product. The product is: [CH3:1][C:2]1[C:8]([CH3:9])=[C:7]([N+:10]([O-:12])=[O:11])[CH:6]=[CH:5][C:3]=1[N:4]=[C:13]=[S:14]. (4) Given the reactants [Cl:1][C:2]1[CH:3]=[C:4]([CH:39]=[CH:40][C:41]=1[Cl:42])[CH2:5][O:6][C:7]1[CH:8]=[C:9]([C@H:13]2[CH2:38][O:37][C:16]3=[CH:17][C:18]4[CH2:19][C@@H:20]([C:34](O)=[O:35])[N:21]([C@H:25]([C:28]5[CH:33]=[CH:32][CH:31]=[CH:30][CH:29]=5)[CH2:26][CH3:27])[CH2:22][C:23]=4[CH:24]=[C:15]3[O:14]2)[CH:10]=[CH:11][CH:12]=1.CCN=C=NCCCN(C)C.C1C=CC2N(O)N=NC=2C=1.C[O:65][C:66](=[O:85])[C@@H:67]([NH2:84])[CH2:68][C:69]1[CH:74]=[CH:73][C:72]([O:75][C:76]2[CH:81]=[CH:80][N:79]=[C:78]([CH3:82])[C:77]=2[CH3:83])=[CH:71][CH:70]=1.CCN(C(C)C)C(C)C, predict the reaction product. The product is: [Cl:1][C:2]1[CH:3]=[C:4]([CH:39]=[CH:40][C:41]=1[Cl:42])[CH2:5][O:6][C:7]1[CH:8]=[C:9]([C@H:13]2[CH2:38][O:37][C:16]3=[CH:17][C:18]4[CH2:19][C@@H:20]([C:34]([NH:84][C@@H:67]([CH2:68][C:69]5[CH:74]=[CH:73][C:72]([O:75][C:76]6[CH:81]=[CH:80][N:79]=[C:78]([CH3:82])[C:77]=6[CH3:83])=[CH:71][CH:70]=5)[C:66]([OH:65])=[O:85])=[O:35])[N:21]([C@H:25]([C:28]5[CH:33]=[CH:32][CH:31]=[CH:30][CH:29]=5)[CH2:26][CH3:27])[CH2:22][C:23]=4[CH:24]=[C:15]3[O:14]2)[CH:10]=[CH:11][CH:12]=1.